This data is from Full USPTO retrosynthesis dataset with 1.9M reactions from patents (1976-2016). The task is: Predict the reactants needed to synthesize the given product. (1) Given the product [CH:1]1([S:6][CH2:7][C:8]([Cl:13])=[O:10])[CH2:5][CH2:4][CH2:3][CH2:2]1, predict the reactants needed to synthesize it. The reactants are: [CH:1]1([S:6][CH2:7][C:8]([OH:10])=O)[CH2:5][CH2:4][CH2:3][CH2:2]1.S(Cl)([Cl:13])=O. (2) Given the product [CH2:1]([O:8][C:9]([N:11]1[CH2:17][CH:16]2[CH:18]([C:19]3[CH:24]=[CH:23][CH:22]=[C:21]([NH2:46])[CH:20]=3)[CH:13]([CH2:14][CH2:15]2)[CH2:12]1)=[O:10])[C:2]1[CH:7]=[CH:6][CH:5]=[CH:4][CH:3]=1, predict the reactants needed to synthesize it. The reactants are: [CH2:1]([O:8][C:9]([N:11]1[CH2:17][CH:16]2[CH:18]([C:19]3[CH:24]=[CH:23][CH:22]=[C:21](OS(C(F)(F)F)(=O)=O)[CH:20]=3)[CH:13]([CH2:14][CH2:15]2)[CH2:12]1)=[O:10])[C:2]1[CH:7]=[CH:6][CH:5]=[CH:4][CH:3]=1.C(=[NH:46])(C1C=CC=CC=1)C1C=CC=CC=1.C(=O)([O-])[O-].[Cs+].[Cs+].C1C=CC(P(C2C(C3C(P(C4C=CC=CC=4)C4C=CC=CC=4)=CC=C4C=3C=CC=C4)=C3C(C=CC=C3)=CC=2)C2C=CC=CC=2)=CC=1.Cl.C([O-])(O)=O.[Na+]. (3) Given the product [Cl:25][C:29]1[CH:37]=[CH:36][C:32]([C:33]2[NH:51][CH:53]=[C:48]([C:47]3[N:41]([CH2:46][CH2:45][O:44][CH3:43])[C:2]4[CH:18]=[CH:17][C:5]([C:6]([NH:8][CH2:9][CH2:10][N:11]5[CH2:16][CH2:15][O:14][CH2:13][CH2:12]5)=[O:7])=[CH:4][C:3]=4[N:19]=3)[N:49]=2)=[CH:31][CH:30]=1, predict the reactants needed to synthesize it. The reactants are: F[C:2]1[CH:18]=[CH:17][C:5]([C:6]([NH:8][CH2:9][CH2:10][N:11]2[CH2:16][CH2:15][O:14][CH2:13][CH2:12]2)=[O:7])=[CH:4][C:3]=1[N+:19]([O-])=O.C(Cl)(=O)C([Cl:25])=O.F[C:29]1[CH:37]=[CH:36][C:32]([C:33](O)=O)=[CH:31][C:30]=1[N+]([O-])=O.[N:41]1([CH2:47][CH2:48][NH2:49])[CH2:46][CH2:45][O:44][CH2:43]C1.C[N:51]([CH:53]=O)C. (4) Given the product [OH:8][CH2:9][CH2:10][N:11]([CH:42]1[CH2:43][CH2:44][O:45][CH2:46][CH2:47]1)[C:12]([C:14]1[C:19]([O:20][CH2:21][C:22]2[CH:23]=[CH:24][CH:25]=[CH:26][CH:27]=2)=[C:18]([OH:28])[N:17]=[C:16]([CH2:29][C:30]2([C:35]3[CH:40]=[CH:39][C:38]([Cl:41])=[CH:37][CH:36]=3)[CH2:31][CH2:32][CH2:33][CH2:34]2)[N:15]=1)=[O:13], predict the reactants needed to synthesize it. The reactants are: [Si]([O:8][CH2:9][CH2:10][N:11]([CH:42]1[CH2:47][CH2:46][O:45][CH2:44][CH2:43]1)[C:12]([C:14]1[C:19]([O:20][CH2:21][C:22]2[CH:27]=[CH:26][CH:25]=[CH:24][CH:23]=2)=[C:18]([OH:28])[N:17]=[C:16]([CH2:29][C:30]2([C:35]3[CH:40]=[CH:39][C:38]([Cl:41])=[CH:37][CH:36]=3)[CH2:34][CH2:33][CH2:32][CH2:31]2)[N:15]=1)=[O:13])(C(C)(C)C)(C)C.Cl.C(OCC)(=O)C.C([O-])(O)=O.[Na+]. (5) The reactants are: [Br:1][C:2]1[C:14](=[O:15])[N:13]([CH:16]2[CH2:20][CH2:19][CH2:18][CH2:17]2)[C:5]2[N:6]=[C:7](S(C)=O)[N:8]=[CH:9][C:4]=2[C:3]=1[CH3:21].[CH3:22][O:23][C:24]1[CH:31]=[CH:30][C:27]([CH2:28][NH2:29])=[CH:26][CH:25]=1. Given the product [Br:1][C:2]1[C:14](=[O:15])[N:13]([CH:16]2[CH2:20][CH2:19][CH2:18][CH2:17]2)[C:5]2[N:6]=[C:7]([NH:29][CH2:28][C:27]3[CH:30]=[CH:31][C:24]([O:23][CH3:22])=[CH:25][CH:26]=3)[N:8]=[CH:9][C:4]=2[C:3]=1[CH3:21], predict the reactants needed to synthesize it. (6) Given the product [C:1]([C:3]1[C:4]2[S:25][C:24]([C:26]3[CH:31]=[CH:30][C:29]([N:32]4[CH2:33][CH2:34][N:35]([S:39]([CH3:38])(=[O:41])=[O:40])[CH2:36][CH2:37]4)=[CH:28][CH:27]=3)=[CH:23][C:5]=2[C:6]([NH:9][C@H:10]2[CH2:15][CH2:14][CH2:13][N:12]([C:16]([O:18][C:19]([CH3:22])([CH3:21])[CH3:20])=[O:17])[CH2:11]2)=[N:7][CH:8]=1)#[N:2], predict the reactants needed to synthesize it. The reactants are: [C:1]([C:3]1[C:4]2[S:25][C:24]([C:26]3[CH:31]=[CH:30][C:29]([N:32]4[CH2:37][CH2:36][NH:35][CH2:34][CH2:33]4)=[CH:28][CH:27]=3)=[CH:23][C:5]=2[C:6]([NH:9][C@H:10]2[CH2:15][CH2:14][CH2:13][N:12]([C:16]([O:18][C:19]([CH3:22])([CH3:21])[CH3:20])=[O:17])[CH2:11]2)=[N:7][CH:8]=1)#[N:2].[CH3:38][S:39](Cl)(=[O:41])=[O:40]. (7) Given the product [C:3]1([C:25]2[CH:30]=[CH:29][CH:28]=[CH:27][CH:26]=2)[CH:4]=[CH:5][C:6]([NH:7][C:8]2[CH:13]=[CH:12][C:11]([C:16]3[CH:21]=[CH:20][CH:19]=[CH:18][CH:17]=3)=[CH:10][CH:9]=2)=[CH:1][CH:2]=1, predict the reactants needed to synthesize it. The reactants are: [CH:1]1[C:6]([NH:7][C:8]2[CH:13]=[CH:12][C:11](Br)=[CH:10][CH:9]=2)=[CH:5][CH:4]=[C:3](Br)[CH:2]=1.[C:16]1(B(O)O)[CH:21]=[CH:20][CH:19]=[CH:18][CH:17]=1.[C:25]1(C)[CH:30]=[CH:29][CH:28]=[CH:27][C:26]=1P([C:25]1[CH:30]=[CH:29][CH:28]=[CH:27][C:26]=1C)[C:25]1[CH:30]=[CH:29][CH:28]=[CH:27][C:26]=1C.C(=O)([O-])[O-].[K+].[K+]. (8) Given the product [CH3:11][O:12][C:13]([C:15]1[CH:16]=[CH:17][C:18]2[O:23][C:22](=[CH:4][N:2]([CH3:1])[CH3:3])[CH:21]([Cl:8])[NH:20][C:19]=2[CH:25]=1)=[O:14], predict the reactants needed to synthesize it. The reactants are: [CH3:1][N:2]([CH:4]=O)[CH3:3].P(Cl)(Cl)([Cl:8])=O.[CH3:11][O:12][C:13]([C:15]1[CH:16]=[CH:17][C:18]2[O:23][CH2:22][C:21](=O)[NH:20][C:19]=2[CH:25]=1)=[O:14]. (9) Given the product [CH3:22][C:9]1[N:8]([C:6]2[CH:5]=[CH:4][NH:3][C:2](=[O:23])[CH:7]=2)[CH:12]=[C:11]([C:13]#[C:14][C:15]2[CH:16]=[C:17]([CH3:21])[CH:18]=[CH:19][CH:20]=2)[N:10]=1, predict the reactants needed to synthesize it. The reactants are: Cl[C:2]1[CH:7]=[C:6]([N:8]2[CH:12]=[C:11]([C:13]#[C:14][C:15]3[CH:16]=[C:17]([CH3:21])[CH:18]=[CH:19][CH:20]=3)[N:10]=[C:9]2[CH3:22])[CH:5]=[CH:4][N:3]=1.[OH-:23].[K+]. (10) Given the product [CH:1]1([CH2:4][O:5][C:6]2[CH:23]=[CH:22][C:9]([C:10]3[O:19][C:18]4[CH:17]=[C:16]([OH:20])[CH:15]=[C:14]([F:21])[C:13]=4[N:12]=3)=[CH:8][C:7]=2[F:24])[CH2:3][CH2:2]1, predict the reactants needed to synthesize it. The reactants are: [CH:1]1([CH2:4][O:5][C:6]2[CH:23]=[CH:22][C:9]([C:10]([NH:12][C:13]3[C:18]([OH:19])=[CH:17][C:16]([OH:20])=[CH:15][C:14]=3[F:21])=O)=[CH:8][C:7]=2[F:24])[CH2:3][CH2:2]1.ClC(Cl)(Cl)C(Cl)(Cl)Cl.C1(P(C2C=CC=CC=2)C2C=CC=CC=2)C=CC=CC=1.C(N(CC)CC)C.